This data is from Forward reaction prediction with 1.9M reactions from USPTO patents (1976-2016). The task is: Predict the product of the given reaction. (1) Given the reactants [CH2:1]([O:4][C:5]([NH:7][C:8]1[CH:13]=[CH:12][N:11]([C@H:14]2[C:18]([F:20])([F:19])[C@H:17]([O:21][C:22]([O:24][CH2:25][CH:26]=[CH2:27])=[O:23])[C@@H:16]([CH2:28][OH:29])[O:15]2)[C:10](=[O:30])[N:9]=1)=[O:6])[CH:2]=[CH2:3].[C:31]1([CH2:37][CH2:38][C:39](O)=[O:40])[CH:36]=[CH:35][CH:34]=[CH:33][CH:32]=1.C1(N=C=NC2CCCCC2)CCCCC1, predict the reaction product. The product is: [C:31]1([CH2:37][CH2:38][C:39]([O:29][CH2:28][C@@H:16]2[C@@H:17]([O:21][C:22]([O:24][CH2:25][CH:26]=[CH2:27])=[O:23])[C:18]([F:19])([F:20])[C@H:14]([N:11]3[CH:12]=[CH:13][C:8]([NH:7][C:5]([O:4][CH2:1][CH:2]=[CH2:3])=[O:6])=[N:9][C:10]3=[O:30])[O:15]2)=[O:40])[CH:36]=[CH:35][CH:34]=[CH:33][CH:32]=1. (2) Given the reactants [CH3:1][C:2]1[CH:7]=[CH:6][N:5]=[C:4]([N:8]2[CH2:13][CH2:12][O:11][CH2:10][CH2:9]2)[N:3]=1.ClCCl.[Br:17]N1C(=O)CCC1=O, predict the reaction product. The product is: [Br:17][C:7]1[C:2]([CH3:1])=[N:3][C:4]([N:8]2[CH2:9][CH2:10][O:11][CH2:12][CH2:13]2)=[N:5][CH:6]=1.